Dataset: Experimentally validated miRNA-target interactions with 360,000+ pairs, plus equal number of negative samples. Task: Binary Classification. Given a miRNA mature sequence and a target amino acid sequence, predict their likelihood of interaction. (1) The miRNA is hsa-miR-6763-5p with sequence CUGGGGAGUGGCUGGGGAG. The protein sequence of the target gene is MARAAGERGRAARCGRWRRGALLAFAAWTAGWVLAAALLLRAHPSVLSERCTDEKSRRILAALCQDYRRGWLTGALCEDLCVGGELLYQRCLYYERGKKVLQAQWRGRTVVLKSKREAFSSFPPLTLLEEEAGAGAPGIPEAELLLMVAGEVKNTLGLELPNNSIAPLWPARQGPGWRQQLASAWSLLQQEEYVYFSLLPDLSRHILPVLGSCGHFYAVEYLAAGSPHHKALFPLDDAGQAQAISHIALSFLDMVSHFDSDFSHRLHLCDVKPENFAIKRDFTVVAIDVDMAFFEPKMRE.... Result: 0 (no interaction). (2) The miRNA is hsa-miR-3142 with sequence AAGGCCUUUCUGAACCUUCAGA. The protein sequence of the target gene is MLSCRLQCALAALCIVLALGGVTGAPSDPRLRQFLQKSLAAATGKQELAKYFLAELLSEPNQTENDALEPEDLPQAAEQDEMRLELQRSANSNPAMAPRERKAGCKNFFWKTFTSC. Result: 0 (no interaction). (3) The miRNA is mmu-miR-380-3p with sequence UAUGUAGUAUGGUCCACAUCUU. The protein sequence of the target gene is MGPLSAPPCTEHIKWKGLLLTALLLNFWNLPTTAQVMIEAQPPKVSEGKDVLLLVHNLPQNLTGYIWYKGQIRDLYHYITSYVVDGQIIIYGPAYSGRETVYSNASLLIQNVTREDAGSYTLHIIKRGDGTRGVTGYFTFTLYLETPKPSISSSNLNPREAMETVILTCNPETPDASYLWWMNGQSLPMTHRMQLSETNRTLFLFGVTKYTAGPYECEIWNSGSASRSDPVTLNLLHGPDLPRIFPSVTSYYSGENLDLSCFANSNPPAQYSWTINGKFQLSGQKLFIPQITPKHNGLYA.... Result: 0 (no interaction). (4) The miRNA is hsa-miR-6818-5p with sequence UUGUGUGAGUACAGAGAGCAUC. The protein sequence of the target gene is MRRDVNGVTKSRFEMFSNSDEAVINKKLPKELLLRIFSFLDVVTLCRCAQVSRAWNVLALDGSNWQRIDLFDFQRDIEGRVVENISKRCGGFLRKLSLRGCLGVGDNALRTFAQNCRNIEVLNLNGCTKTTDATCTSLSKFCSKLRHLDLASCTSITNMSLKALSEGCPLLEQLNISWCDQVTKDGIQALVRGCGGLKALFLKGCTQLEDEALKYIGAHCPELVTLNLQTCLQITDEGLITICRGCHKLQSLCASGCSNITDAILNALGQNCPRLRILEVARCSQLTDVGFTTLARNCHE.... Result: 1 (interaction). (5) The miRNA is mmu-miR-9768-3p with sequence ACUGCCUUCCUUUGUGUGGCCCAG. The protein sequence of the target gene is MRRWWGALLLGALLCAHGIASSLECACGRSHFTCAVSALGECTCIPAQWQCDGDNDCGDHSDEDGCTLPTCSPLDFHCDNGKCIRRSWVCDGDNDCEDDSDEQDCPPRECEEDEFPCQNGYCIRSLWHCDGDNDCGDNSDEQCDMRKCSDKEFRCSDGSCIAEHWYCDGDTDCKDGSDEESCPSAVPSPPCNLEEFQCAYGRCILDIYHCDGDDDCGDWSDESDCSSHQPCRSGEFMCDSGLCINSGWRCDGDADCDDQSDERNCTTSMCTAEQFRCRSGRCVRLSWRCDGEDDCADNSD.... Result: 0 (no interaction). (6) The protein sequence of the target gene is MGKGDPNKPRGKMSSYAFFVQTCREEHKKKHPDSSVNFAEFSKKCSERWKTMSAKEKSKFEDMAKSDKARYDREMKNYVPPKGDKKGKKKDPNAPKRPPSAFFLFCSEHRPKIKSEHPGLSIGDTAKKLGEMWSEQSAKDKQPYEQKAAKLKEKYEKDIAAYRAKGKSEAGKKGPGRPTGSKKKNEPEDEEEEEEEEDEDEEEEDEDEE. Result: 1 (interaction). The miRNA is hsa-miR-6869-5p with sequence GUGAGUAGUGGCGCGCGGCGGC. (7) The miRNA is hsa-miR-3175 with sequence CGGGGAGAGAACGCAGUGACGU. The protein sequence of the target gene is MPRDNMASLIQRIARQACLTFRGSSTGSEGPAPGFPENLSLLKSLLTQVRAEDLNIAPRKALPQPLPRNLPPVTYMHIYETEGFSLGVFLLKSGTCIPLHDHPGMHGMLKVLYGTVRISCMDKLDTGAGHRRPPPEQQFEPPLQPLEREAVRPGVLRSRAEYTEASGPCVLTPHRDNLHQIDAVDGPAAFLDILAPPYDPEDGRDCHYYRVVEPIRPKEASGSACDLPREVWLLETPQADDFWCEGEPYPGPKVLP. Result: 0 (no interaction). (8) The miRNA is mmu-miR-7017-5p with sequence AGAGGGUUGUGAGACUAGGGCUGU. The protein sequence of the target gene is MVKPKYKGRSTINPSKASTNPDRVQGAGGQNMRDRATIRRLNMYRQKERRNSRGKIIKPLQYQSTVASGTVARVEPNIKWFGNTRVIKQSSLQKFQEEMDTVMKDPYKVVMKQSKLPMSLLHDRIRPHNLKVHILDTESFETTFGPKSQRKRPNLFASDMQSLIENAEMSTESYDQGKDRDLVTEDTGVRNEAQEEIYKKGQSKRIWGELYKVIDSSDVVVQVLDARDPMGTRSPHIETYLKKEKPWKHLIFVLNKCDLVPTWATKRWVAVLSQDYPTLAFHASLTNPFGKGAFIQLLRQ.... Result: 0 (no interaction). (9) The miRNA is hsa-miR-1260b with sequence AUCCCACCACUGCCACCAU. The protein sequence of the target gene is MDALESLLDEVALEGLDGLCLPALWSRLETRVPPFPLPLEPCTQEFLWRALATHPGISFYEEPRERPDLQLQDRYEEIDLETGILESRRDPVALEDVYPIHMILENKDGIQGSCRYFKERKNITNDIRTKSLQPRCTMVEAFDRWGKKLIIVASQAMRYRALIGQEGDPDLKLPDFSYCILERLGRSRWQGELQRDLHTTAFKVDAGKLHYHRKILNKNGLITMQSHVIRLPTGAQQHSILLLLNRFHVDRRSKYDILMEKLSVMLSTRTNHIETLGKLREELGLCERTFKRLYQYMLNA.... Result: 1 (interaction). (10) The miRNA is mmu-miR-574-5p with sequence UGAGUGUGUGUGUGUGAGUGUGU. The protein sequence of the target gene is MELISPTVIIILGCLALFLLLQRKNLRRPPCIKGWIPWIGVGFEFGKAPLEFIEKARIKYGPIFTVFAMGNRMTFVTEEEGINVFLKSKKVDFELAVQNIVYRTASIPKNVFLALHEKLYIMLKGKMGTVNLHQFTGQLTEELHEQLENLGTHGTMDLNNLVRHLLYPVTVNMLFNKSLFSTNKKKIKEFHQYFQVYDEDFEYGSQLPECLLRNWSKSKKWFLELFEKNIPDIKACKSAKDNSMTLLQATLDIVETETSKENSPNYGLLLLWASLSNAVPVAFWTLAYVLSHPDIHKAIM.... Result: 0 (no interaction).